This data is from Experimentally validated miRNA-target interactions with 360,000+ pairs, plus equal number of negative samples. The task is: Binary Classification. Given a miRNA mature sequence and a target amino acid sequence, predict their likelihood of interaction. (1) The protein sequence of the target gene is MMWQKYAGSRRSMPLGARILFHGVFYAGGFAIVYYLIQKFHSRALYYKLAVEQLQSHPEAQEALGPPLNIHYLKLIDRENFVDIVDAKLKIPVSGSKSEGLLYVHSSRGGPFQRWHLDEVFLELKDGQQIPVFKLSGENGDEVKKE. Result: 1 (interaction). The miRNA is hsa-miR-17-5p with sequence CAAAGUGCUUACAGUGCAGGUAG. (2) Result: 1 (interaction). The miRNA is hsa-miR-26b-5p with sequence UUCAAGUAAUUCAGGAUAGGU. The protein sequence of the target gene is MAGSVADSDAVVKLDDGHLNNSLSSPVQADVYFPRLIVPFCGHIKGGMRPGKKVLVMGIVDLNPESFAISLTCGDSEDPPADVAIELKAVFTDRQLLRNSCISGERGEEQSAIPYFPFIPDQPFRVEILCEHPRFRVFVDGHQLFDFYHRIQTLSAIDTIKINGDLQITKLG. (3) The miRNA is hsa-miR-632 with sequence GUGUCUGCUUCCUGUGGGA. The protein sequence of the target gene is MIPANASARKGPEGKYPLHYLVWHNRHRELEKEVRAGQVDIEQLDPRGRTPLHLATTLGHLECARVLLAHGADVGRENRSGWTVLQEAVSTRDLELVQLVLRYRDYQRVVKRLAGIPMLLEKLRKAQDFYVEMKWEFTSWVPLVSKICPSDTYKVWKSGQNLRVDTTLLGFDHMTWQRGNRSFVFRGQDTSAVVMEIDHDRRVVYMETLALAGQDRELLLAAAQPSEEQVLSRLTAPVVTTQLDTKNISFERNKTGILGWRSEKTEMVNGYEAKVYGASNVELITRTRTEHLSEQHKGKV.... Result: 0 (no interaction). (4) The miRNA is hsa-miR-3664-5p with sequence AACUCUGUCUUCACUCAUGAGU. The protein sequence of the target gene is MGEEGPPSLEYIQAKDLFPPKELVKEEENLQVPFTVLQGEGVEFLGRATDALIAISNYRLHIKFKDSVINVPLRMIDSVESRDMFQLHIACKDSKVVRCHFSTFKQCQEWLSRLSRATARPAKPEDLFAFAYHAWCLGLTEEDQHTHLCQPGEHIRCRQEAELARMGFDLQNVWRVSHINSNYKLCPSYPQKLLVPVWITDKELENVASFRSWKRIPVVVYRHLRNGAAIARCSQPEISWWGWRNADDEYLVTSIAKACALDPGTRASGGSLSTGTNDASEACDTDFDSSLTACSGVEST.... Result: 0 (no interaction). (5) Result: 0 (no interaction). The miRNA is hsa-miR-6852-5p with sequence CCCUGGGGUUCUGAGGACAUG. The protein sequence of the target gene is MTQEYDNKRPVLVLQNEALYPQRRSYTSEDEAWKSFLENPLTAATKAMMSINGDEDSAAALGLLYDYYKVPRERRSSAVKPEGEHPEPEHSKRNSIPNVTEQPLISAGENRVQVLKNVPFNIVLPHSNQLGIDKRGHLTAPDTTVTVSIATMPTHSIKTEIQPHGFAVGIPPAVYHSEPTERVVVFDRSLSTDQFSSGTQPPNAQRRTPDSTFSETFKEGVQEVFFPSELSLRMPGMNSEDYVFDNVSGNNFEYTLEASKSLRQKQGDSTMTYLNKGQFYPVTLKEGSSNEGIHHPISKV.... (6) The protein sequence of the target gene is MGLLSDPVRRRALARLVLRLNAPLCVLSYVAGIAWFLALVFPPLTQRTYMSENAMGSTMVEEQFAGGDRARAFARDFAAHRKKSGALPVAWLERTMRSVGLEVYTQSFSRKLPFPDETHERYMVSGTNVYGILRAPRAASTESLVLTVPCGSDSTNSQAVGLLLALAAHFRGQIYWAKDIVFLVTEHDLLGTEAWLEAYHDVNVTGMQSSPLQGRAGAIQAAVALELSSDVVTSLDVAVEGLNGQLPNLDLLNLFQTFCQKGGLLCTLQGKLQPEDWTSLDGPLQGLQTLLLMVLRQASG.... Result: 0 (no interaction). The miRNA is mmu-miR-879-5p with sequence AGAGGCUUAUAGCUCUAAGCC.